This data is from Reaction yield outcomes from USPTO patents with 853,638 reactions. The task is: Predict the reaction yield, written as a fraction of the theoretical maximum amount of product (1.0 means a 100% yield; for example, 0.34 means a 34% yield). (1) The reactants are N1C=CC=CC=1.[Br:7][C:8]1[CH:13]=[CH:12][N:11]=[C:10]([NH2:14])[CH:9]=1.[C:15](Cl)(=[O:17])[CH3:16].O. The catalyst is C(Cl)Cl. The product is [Br:7][C:8]1[CH:13]=[CH:12][N:11]=[C:10]([NH:14][C:15](=[O:17])[CH3:16])[CH:9]=1. The yield is 0.810. (2) The reactants are C([NH:8][CH2:9][C@@H:10]([C:19]1[CH:20]=[CH:21][C:22]([O:28]CC2C=CC=CC=2)=[C:23]([NH:25][CH:26]=[O:27])[CH:24]=1)[O:11][Si:12]([C:15]([CH3:18])([CH3:17])[CH3:16])([CH3:14])[CH3:13])C1C=CC=CC=1.[C:36]([OH:39])(=[O:38])[CH3:37]. The catalyst is CO. The product is [C:36]([OH:39])(=[O:38])[CH3:37].[NH2:8][CH2:9][C@@H:10]([C:19]1[CH:20]=[CH:21][C:22]([OH:28])=[C:23]([NH:25][CH:26]=[O:27])[CH:24]=1)[O:11][Si:12]([C:15]([CH3:18])([CH3:17])[CH3:16])([CH3:14])[CH3:13]. The yield is 0.980. (3) The reactants are [NH2:1][C:2]1[CH:7]=[CH:6][C:5]([C:8]2[N:9]([CH:22]3[CH2:25][CH2:24][CH2:23]3)[C:10]3[C:15]([C:16]=2[C:17]#[N:18])=[CH:14][CH:13]=[C:12]([O:19][CH2:20][CH3:21])[CH:11]=3)=[CH:4][CH:3]=1.Cl[C:27]([O:29][C:30]1[CH:35]=[CH:34][C:33]([N+]([O-])=O)=C[CH:31]=1)=[O:28].N1C=CC=CC=1.C1(C(C)O)CC1. The catalyst is C(Cl)Cl.ClCCCl. The product is [CH:35]1([CH:30]([O:29][C:27](=[O:28])[NH:1][C:2]2[CH:3]=[CH:4][C:5]([C:8]3[N:9]([CH:22]4[CH2:23][CH2:24][CH2:25]4)[C:10]4[C:15]([C:16]=3[C:17]#[N:18])=[CH:14][CH:13]=[C:12]([O:19][CH2:20][CH3:21])[CH:11]=4)=[CH:6][CH:7]=2)[CH3:31])[CH2:34][CH2:33]1. The yield is 0.600. (4) The reactants are N.P(OCC)(OCC)(O[C:5]1[CH:10]=[CH:9][C:8]([CH3:11])=[CH:7][C:6]=1[C:12]([CH3:15])([CH3:14])[CH3:13])=O.[Li]. The catalyst is CCOCC. The product is [C:12]([C:6]1[CH:5]=[CH:10][CH:9]=[C:8]([CH3:11])[CH:7]=1)([CH3:15])([CH3:14])[CH3:13]. The yield is 0.910. (5) The reactants are [H-].[Na+].[C:3]([C:6]1[CH:7]=[C:8]2[C:13](=[CH:14][CH:15]=1)[NH:12][C:11](=[O:16])[CH2:10][C:9]2([CH3:18])[CH3:17])(=[O:5])[CH3:4].I[CH2:20][CH2:21][CH2:22][CH2:23][CH2:24][CH2:25][CH3:26]. The catalyst is CN(C=O)C. The product is [CH2:20]([N:12]1[C:13]2[C:8](=[CH:7][C:6]([C:3](=[O:5])[CH3:4])=[CH:15][CH:14]=2)[C:9]([CH3:18])([CH3:17])[CH2:10][C:11]1=[O:16])[CH2:21][CH2:22][CH2:23][CH2:24][CH2:25][CH3:26]. The yield is 0.660. (6) The reactants are C([O:3][C:4](=[O:27])[CH2:5][N:6]([S:18]([C:21]1[CH:26]=[CH:25][CH:24]=[CH:23][CH:22]=1)(=[O:20])=[O:19])[C:7]1[CH:12]=[C:11]([C:13]([F:16])([F:15])[F:14])[CH:10]=[CH:9][C:8]=1[Cl:17])C.[Li+].[OH-]. The catalyst is O1CCOCC1.O. The product is [C:21]1([S:18]([N:6]([CH2:5][C:4]([OH:27])=[O:3])[C:7]2[CH:12]=[C:11]([C:13]([F:15])([F:16])[F:14])[CH:10]=[CH:9][C:8]=2[Cl:17])(=[O:19])=[O:20])[CH:22]=[CH:23][CH:24]=[CH:25][CH:26]=1. The yield is 0.840. (7) The catalyst is CS(C)=O.O. The yield is 0.570. The reactants are Cl[C:2]1[N:7]=[CH:6][C:5]([C:8]2[NH:12][C:11]3[CH:13]=[CH:14][CH:15]=[C:16]([C:17]([NH:19][C:20]4[S:21][CH:22]=[CH:23][N:24]=4)=[O:18])[C:10]=3[N:9]=2)=[CH:4][CH:3]=1.[NH:25]1[CH2:30][CH2:29][O:28][CH2:27][CH2:26]1. The product is [O:28]1[CH2:29][CH2:30][N:25]([C:2]2[N:7]=[CH:6][C:5]([C:8]3[NH:12][C:11]4[CH:13]=[CH:14][CH:15]=[C:16]([C:17]([NH:19][C:20]5[S:21][CH:22]=[CH:23][N:24]=5)=[O:18])[C:10]=4[N:9]=3)=[CH:4][CH:3]=2)[CH2:26][CH2:27]1. (8) The product is [OH:1][N:2]=[C:3]([C:4]1[C:8]([NH:9][CH2:10][CH2:11][O:12][CH3:13])=[N:7][O:6][N:5]=1)[NH:20][C:19]1[CH:21]=[CH:22][CH:23]=[C:17]([C:16]([F:15])([F:24])[F:25])[CH:18]=1. The yield is 0.800. The catalyst is O.[Cl-].[Na+].O. The reactants are [OH:1][N:2]=[C:3](Cl)[C:4]1[C:8]([NH:9][CH2:10][CH2:11][O:12][CH3:13])=[N:7][O:6][N:5]=1.[F:15][C:16]([F:25])([F:24])[C:17]1[CH:18]=[C:19]([CH:21]=[CH:22][CH:23]=1)[NH2:20].C(=O)(O)[O-].[Na+].C(OCC)(=O)C. (9) The reactants are [F:1][C:2]([F:7])([F:6])[C:3]([OH:5])=[O:4].[CH:8]1([CH:13]([N:17]2[CH:21]=[C:20]([C:22]3[C:23]4[CH:30]=[CH:29][NH:28][C:24]=4[N:25]=[CH:26][N:27]=3)[CH:19]=[N:18]2)[CH2:14][C:15]#[CH:16])[CH2:12][CH2:11][CH2:10][CH2:9]1.[H][H]. The catalyst is CO.[Pd]. The product is [F:1][C:2]([F:7])([F:6])[C:3]([OH:5])=[O:4].[CH:8]1([CH:13]([N:17]2[CH:21]=[C:20]([C:22]3[C:23]4[CH:30]=[CH:29][NH:28][C:24]=4[N:25]=[CH:26][N:27]=3)[CH:19]=[N:18]2)[CH2:14][CH2:15][CH3:16])[CH2:12][CH2:11][CH2:10][CH2:9]1. The yield is 0.690.